Dataset: Catalyst prediction with 721,799 reactions and 888 catalyst types from USPTO. Task: Predict which catalyst facilitates the given reaction. (1) Reactant: [CH:1]1([S:4]([C:7]2[CH:12]=[CH:11][C:10](/[C:13](=[CH:20]\[CH:21]3[CH2:26][CH2:25][O:24][CH2:23][CH2:22]3)/[C:14](N(OC)C)=[O:15])=[CH:9][CH:8]=2)(=[O:6])=[O:5])[CH2:3][CH2:2]1.[CH:27]([Mg]Br)=[CH2:28].Cl. Product: [CH:1]1([S:4]([C:7]2[CH:12]=[CH:11][C:10](/[C:13](/[C:14](=[O:15])[CH:27]=[CH2:28])=[CH:20]\[CH:21]3[CH2:26][CH2:25][O:24][CH2:23][CH2:22]3)=[CH:9][CH:8]=2)(=[O:6])=[O:5])[CH2:3][CH2:2]1. The catalyst class is: 7. (2) Reactant: [C:1]([O:4][CH2:5][CH:6]([CH2:12][CH2:13][C:14]1[O:15][C:16]([Br:29])=[C:17]([C:19]2[CH:24]=[CH:23][C:22]([C:25]([F:28])([F:27])[F:26])=[CH:21][CH:20]=2)[N:18]=1)[CH2:7][O:8][C:9](=[O:11])[CH3:10])(=[O:3])[CH3:2].C1C(=O)N([Br:37])C(=O)C1.O. Product: [C:9]([O:8][CH2:7][CH:6]([CH2:12][CH:13]([Br:37])[C:14]1[O:15][C:16]([Br:29])=[C:17]([C:19]2[CH:24]=[CH:23][C:22]([C:25]([F:26])([F:27])[F:28])=[CH:21][CH:20]=2)[N:18]=1)[CH2:5][O:4][C:1](=[O:3])[CH3:2])(=[O:11])[CH3:10]. The catalyst class is: 855. (3) Reactant: N#N.[Br:3][C:4]1[CH:9]=[C:8](Br)[CH:7]=[CH:6][N:5]=1.[Li]CCCC.CN(C)[C:18](=[O:20])[CH3:19]. Product: [Br:3][C:4]1[CH:9]=[C:8]([C:18](=[O:20])[CH3:19])[CH:7]=[CH:6][N:5]=1. The catalyst class is: 28. (4) Reactant: [CH3:1][C:2]1[CH2:7][CH2:6][CH2:5][C:4]([CH3:9])([CH3:8])[C:3]=1/[CH:10]=[CH:11]/[C:12](/[CH3:22])=[CH:13]/[CH:14]=[CH:15]/[C:16](/[CH3:21])=[CH:17]/[C:18]([OH:20])=O.C(Cl)(=O)C(Cl)=O.[Cl-].[NH2:30][C:31]1[CH:36]=[CH:35][C:34]([OH:37])=[CH:33][CH:32]=1.C(N(CC)CC)C. Product: [CH3:1][C:2]1[CH2:7][CH2:6][CH2:5][C:4]([CH3:8])([CH3:9])[C:3]=1/[CH:10]=[CH:11]/[C:12](/[CH3:22])=[CH:13]/[CH:14]=[CH:15]/[C:16](/[CH3:21])=[CH:17]/[C:18]([NH:30][C:31]1[CH:32]=[CH:33][C:34]([OH:37])=[CH:35][CH:36]=1)=[O:20]. The catalyst class is: 85. (5) Reactant: [CH3:1][C:2]1[CH:7]=[C:6]([C:8]([O:10]C)=[O:9])[CH:5]=[CH:4][C:3]=1[C:12]1[C:13]([C:18]([O:20]CC)=[O:19])=[CH:14][CH:15]=[CH:16][CH:17]=1.[OH-].[Na+]. Product: [CH3:1][C:2]1[CH:7]=[C:6]([C:8]([OH:10])=[O:9])[CH:5]=[CH:4][C:3]=1[C:12]1[C:13]([C:18]([OH:20])=[O:19])=[CH:14][CH:15]=[CH:16][CH:17]=1. The catalyst class is: 8. (6) Reactant: [NH2:1][CH2:2][C:3]([CH2:15][N:16]1[CH:20]=[C:19]([C:21]2[CH:26]=[C:25]([CH3:27])[CH:24]=[C:23]([NH:28][C:29]3[N:34]=[C:33]([CH:35]([F:37])[F:36])[CH:32]=[CH:31][N:30]=3)[CH:22]=2)[N:18]=[N:17]1)([O:10][Si](C)(C)C)[CH2:4][C:5]([O:7]CC)=O.[OH-].[Na+]. Product: [F:37][CH:35]([F:36])[C:33]1[CH:32]=[CH:31][N:30]=[C:29]([NH:28][C:23]2[CH:22]=[C:21]([C:19]3[N:18]=[N:17][N:16]([CH2:15][C:3]4([OH:10])[CH2:2][NH:1][C:5](=[O:7])[CH2:4]4)[CH:20]=3)[CH:26]=[C:25]([CH3:27])[CH:24]=2)[N:34]=1. The catalyst class is: 24. (7) Reactant: [CH3:1][Si]([N-][Si](C)(C)C)(C)C.[Na+].[CH3:11][O:12][C:13]1[CH:18]=[CH:17][CH:16]=[CH:15][C:14]=1[N:19]1[CH2:24][CH2:23][C:22]([C:27]2[CH:32]=[CH:31][CH:30]=[C:29]([O:33][CH3:34])[CH:28]=2)([CH:25]=O)[CH2:21][CH2:20]1.[Cl-].[NH4+]. Product: [CH3:11][O:12][C:13]1[CH:18]=[CH:17][CH:16]=[CH:15][C:14]=1[N:19]1[CH2:24][CH2:23][C:22]([C:27]2[CH:32]=[CH:31][CH:30]=[C:29]([O:33][CH3:34])[CH:28]=2)([CH:25]=[CH2:1])[CH2:21][CH2:20]1. The catalyst class is: 597.